Dataset: Full USPTO retrosynthesis dataset with 1.9M reactions from patents (1976-2016). Task: Predict the reactants needed to synthesize the given product. (1) The reactants are: [Cl:1][C:2]1[C:3]([N+:13]([O-])=O)=[C:4]2[C:9](=[CH:10][CH:11]=1)[CH:8]=[N:7][C:6]([CH3:12])=[CH:5]2.Cl. Given the product [Cl:1][C:2]1[C:3]([NH2:13])=[C:4]2[C:9](=[CH:10][CH:11]=1)[CH:8]=[N:7][C:6]([CH3:12])=[CH:5]2, predict the reactants needed to synthesize it. (2) Given the product [Cl:19][C:20]1[CH:21]=[C:22]([CH:25]=[C:26]([B:9]2[O:10][C:11]([CH3:16])([CH3:17])[C:12]([CH3:14])([CH3:15])[O:13]2)[CH:27]=1)[C:23]#[N:24], predict the reactants needed to synthesize it. The reactants are: [CH3:16][C:11]1([CH3:17])[C:12]([CH3:15])([CH3:14])[O:13][B:9]([B:9]2[O:13][C:12]([CH3:15])([CH3:14])[C:11]([CH3:17])([CH3:16])[O:10]2)[O:10]1.[Cl:19][C:20]1[CH:21]=[C:22]([CH:25]=[C:26](I)[CH:27]=1)[C:23]#[N:24].C([O-])(=O)C.[K+].